From a dataset of Reaction yield outcomes from USPTO patents with 853,638 reactions. Predict the reaction yield, written as a fraction of the theoretical maximum amount of product (1.0 means a 100% yield; for example, 0.34 means a 34% yield). (1) The reactants are [CH3:1][O:2][C:3](=[O:16])[C:4]1[CH:9]=[C:8](I)[C:7]([C:11]([F:14])([F:13])[CH3:12])=[CH:6][C:5]=1[NH2:15].[CH:17]([N:20]1[C:24]([Sn](CCCC)(CCCC)CCCC)=[CH:23][CH:22]=[N:21]1)([CH3:19])[CH3:18]. The catalyst is O1CCOCC1.Cl[Pd](Cl)([P](C1C=CC=CC=1)(C1C=CC=CC=1)C1C=CC=CC=1)[P](C1C=CC=CC=1)(C1C=CC=CC=1)C1C=CC=CC=1. The product is [CH3:1][O:2][C:3](=[O:16])[C:4]1[CH:9]=[C:8]([C:24]2[N:20]([CH:17]([CH3:19])[CH3:18])[N:21]=[CH:22][CH:23]=2)[C:7]([C:11]([F:14])([F:13])[CH3:12])=[CH:6][C:5]=1[NH2:15]. The yield is 0.180. (2) The reactants are [Br:1][C:2]1[CH:7]=[CH:6][C:5]([C:8](=[O:10])[CH3:9])=[C:4]([OH:11])[CH:3]=1.[C:12](=O)([O-])[O-].[K+].[K+].CI.O. The catalyst is CN(C=O)C. The product is [Br:1][C:2]1[CH:7]=[CH:6][C:5]([C:8](=[O:10])[CH3:9])=[C:4]([O:11][CH3:12])[CH:3]=1. The yield is 0.990. (3) The reactants are [CH3:1][O:2][C:3]1[CH:8]=[CH:7][C:6]([C:9](=O)[C:10]([C:12]2[CH:17]=[CH:16][C:15]([O:18][CH3:19])=[CH:14][CH:13]=2)=O)=[CH:5][CH:4]=1.[NH2:21][C:22]1[CH:23]=[C:24]([S:29]([OH:32])(=[O:31])=[O:30])[CH:25]=[CH:26][C:27]=1[NH2:28]. The catalyst is C(O)C.O. The product is [CH3:1][O:2][C:3]1[CH:8]=[CH:7][C:6]([C:9]2[C:10]([C:12]3[CH:17]=[CH:16][C:15]([O:18][CH3:19])=[CH:14][CH:13]=3)=[N:21][C:22]3[C:27](=[CH:26][CH:25]=[C:24]([S:29]([OH:32])(=[O:30])=[O:31])[CH:23]=3)[N:28]=2)=[CH:5][CH:4]=1. The yield is 0.800. (4) The reactants are [C:1]([CH2:3][C:4]([OH:6])=O)#[N:2].C([Mg]Cl)(C)C.[Br:12][C:13]1[S:17][C:16]([C:18](=[O:24])[CH2:19][CH2:20]C(O)=O)=[CH:15][CH:14]=1.C1N=CN(C(N2C=NC=C2)=O)C=1. The catalyst is C1COCC1. The product is [Br:12][C:13]1[S:17][C:16]([C:18](=[O:24])[CH2:19][CH2:20][C:4](=[O:6])[CH2:3][C:1]#[N:2])=[CH:15][CH:14]=1. The yield is 0.690.